From a dataset of Drug-target binding data from BindingDB using Ki measurements. Regression. Given a target protein amino acid sequence and a drug SMILES string, predict the binding affinity score between them. We predict pKi (pKi = -log10(Ki in M); higher means stronger inhibition). Dataset: bindingdb_ki. The small molecule is O=C([O-])C1=CSC2/C(=C\c3cc4n(n3)CSC4)C(=O)N12. The target protein (P9WKD2) has sequence MRNRGFGRRELLVAMAMLVSVTGCARHASGARPASTTLPAGADLADRFAELERRYDARLGVYVPATGTTAAIEYRADERFAFCSTFKAPLVAAVLHQNPLTHLDKLITYTSDDIRSISPVAQQHVQTGMTIGQLCDAAIRYSDGTAANLLLADLGGPGGGTAAFTGYLRSLGDTVSRLDAEEPELNRDPPGDERDTTTPHAIALVLQQLVLGNALPPDKRALLTDWMARNTTGAKRIRAGFPADWKVIDKTGTGDYGRANDIAVVWSPTGVPYVVAVMSDRAGGGYDAEPREALLAEAATCVAGVLA. The pKi is 6.1.